This data is from Forward reaction prediction with 1.9M reactions from USPTO patents (1976-2016). The task is: Predict the product of the given reaction. (1) Given the reactants [NH2:1][C@@H:2]1[CH2:7][CH2:6][C@H:5]([NH:8][C:9]2[CH:14]=[C:13]([N:15]([CH3:17])[CH3:16])[N:12]=[C:11]([CH3:18])[N:10]=2)[CH2:4][CH2:3]1.N1C=CC=CC=1.[F:25][C:26]([F:41])([F:40])[C:27]1[CH:28]=[C:29]([CH:33]=[C:34]([C:36]([F:39])([F:38])[F:37])[CH:35]=1)[C:30](Cl)=[O:31].[C:42]([OH:48])([C:44]([F:47])([F:46])[F:45])=[O:43], predict the reaction product. The product is: [F:45][C:44]([F:47])([F:46])[C:42]([OH:48])=[O:43].[CH3:16][N:15]([CH3:17])[C:13]1[N:12]=[C:11]([CH3:18])[N:10]=[C:9]([NH:8][C@@H:5]2[CH2:4][CH2:3][C@H:2]([NH:1][C:30](=[O:31])[C:29]3[CH:33]=[C:34]([C:36]([F:37])([F:38])[F:39])[CH:35]=[C:27]([C:26]([F:25])([F:40])[F:41])[CH:28]=3)[CH2:7][CH2:6]2)[CH:14]=1. (2) Given the reactants ClC(OC(Cl)=O)C.[Cl:8][C:9]1[CH:10]=[C:11]([CH:31]=[CH:32][C:33]=1[Cl:34])[C:12]([N:14]([C:16]1[CH:21]=[CH:20][C:19]([O:22][CH3:23])=[C:18]([N:24]2[CH2:29][CH2:28][N:27](C)[CH2:26][CH2:25]2)[CH:17]=1)[CH3:15])=[O:13].C(N(C(C)C)CC)(C)C.Cl, predict the reaction product. The product is: [Cl:8][C:9]1[CH:10]=[C:11]([CH:31]=[CH:32][C:33]=1[Cl:34])[C:12]([N:14]([C:16]1[CH:21]=[CH:20][C:19]([O:22][CH3:23])=[C:18]([N:24]2[CH2:25][CH2:26][NH:27][CH2:28][CH2:29]2)[CH:17]=1)[CH3:15])=[O:13]. (3) Given the reactants Br[C:2]1[CH:20]=[CH:19][C:5]([C:6]([C:8]2[CH:9]=[CH:10][C:11]([Cl:18])=[C:12]([S:14]([NH2:17])(=[O:16])=[O:15])[CH:13]=2)=[O:7])=[CH:4][CH:3]=1.[C:21]1([C:27]#[CH:28])[CH:26]=[CH:25][CH:24]=[CH:23][CH:22]=1.C1(P(C2C=CC=CC=2)C2C=CC=CC=2)C=CC=CC=1.C(N(CC)CC)C, predict the reaction product. The product is: [Cl:18][C:11]1[CH:10]=[CH:9][C:8]([C:6](=[O:7])[C:5]2[CH:19]=[CH:20][C:2]([C:28]#[C:27][C:21]3[CH:26]=[CH:25][CH:24]=[CH:23][CH:22]=3)=[CH:3][CH:4]=2)=[CH:13][C:12]=1[S:14]([NH2:17])(=[O:16])=[O:15]. (4) Given the reactants [NH:1]1[C:5]2[CH:6]=[CH:7][CH:8]=[CH:9][C:4]=2[N:3]=[C:2]1[CH2:10][N:11]([CH2:22][C:23]1[CH:28]=[CH:27][CH:26]=[CH:25][CH:24]=1)[CH:12]1[C:21]2[N:20]=[CH:19][CH:18]=[CH:17][C:16]=2[CH2:15][CH2:14][CH2:13]1.Br[CH2:30][CH2:31][C:32]#[N:33].CN(CC1N(CC2C=NC=CC=2)C2C=CC=CC=2N=1)C1C2N=CC=CC=2CCC1, predict the reaction product. The product is: [C:23]1([CH2:22][N:11]([CH2:10][C:2]2[N:3]([CH2:30][CH2:31][C:32]#[N:33])[C:4]3[CH:9]=[CH:8][CH:7]=[CH:6][C:5]=3[N:1]=2)[CH:12]2[C:21]3[N:20]=[CH:19][CH:18]=[CH:17][C:16]=3[CH2:15][CH2:14][CH2:13]2)[CH:28]=[CH:27][CH:26]=[CH:25][CH:24]=1. (5) The product is: [C:1]([O:5][C:6](=[O:15])[NH:7][C@H:8]1[CH2:9][CH2:10][C@H:11]([O:14][C:20]2[CH:21]=[C:22]3[C:27](=[CH:28][C:19]=2[Cl:18])[CH:26]=[N:25][CH:24]=[CH:23]3)[CH2:12][CH2:13]1)([CH3:4])([CH3:2])[CH3:3]. Given the reactants [C:1]([O:5][C:6](=[O:15])[NH:7][C@H:8]1[CH2:13][CH2:12][C@H:11]([OH:14])[CH2:10][CH2:9]1)([CH3:4])([CH3:3])[CH3:2].[H-].[Na+].[Cl:18][C:19]1[CH:28]=[C:27]2[C:22]([CH:23]=[CH:24][N:25]=[CH:26]2)=[CH:21][C:20]=1F, predict the reaction product. (6) Given the reactants [Cl:1][C:2]1[N:7]=[CH:6][C:5]([C:8]([C:10]2[CH:15]=[CH:14][C:13]([O:16][CH3:17])=[CH:12][C:11]=2[OH:18])=[O:9])=[CH:4][CH:3]=1.Br[C:20]([CH3:29])([CH3:28])[C:21]([O:23][C:24]([CH3:27])([CH3:26])[CH3:25])=[O:22].C(=O)([O-])[O-].[K+].[K+].S([O-])([O-])(=O)=O.[Mg+2], predict the reaction product. The product is: [Cl:1][C:2]1[N:7]=[CH:6][C:5]([C:8]([C:10]2[CH:15]=[CH:14][C:13]([O:16][CH3:17])=[CH:12][C:11]=2[O:18][C:20]([CH3:29])([CH3:28])[C:21]([O:23][C:24]([CH3:27])([CH3:26])[CH3:25])=[O:22])=[O:9])=[CH:4][CH:3]=1.